This data is from Full USPTO retrosynthesis dataset with 1.9M reactions from patents (1976-2016). The task is: Predict the reactants needed to synthesize the given product. (1) Given the product [C:15]([SiH2:19][O:20][C:21]([C:31]1[CH:36]=[CH:35][CH:34]=[CH:33][CH:32]=1)([C:37]1[CH:38]=[CH:39][CH:40]=[CH:41][CH:42]=1)[C:22]1[CH:27]=[CH:26][N:25]2[N:13]=[C:29]([CH3:30])[CH:28]=[C:24]2[CH:23]=1)([CH3:16])([CH3:17])[CH3:18], predict the reactants needed to synthesize it. The reactants are: C1(C)C=C(C)C=C(C)C=1S(O[NH2:13])(=O)=O.[C:15]([SiH2:19][O:20][C:21]([C:37]1[CH:42]=[CH:41][CH:40]=[CH:39][CH:38]=1)([C:31]1[CH:36]=[CH:35][CH:34]=[CH:33][CH:32]=1)[C:22]1[CH:27]=[CH:26][N:25]=[C:24]([C:28]#[C:29][CH3:30])[CH:23]=1)([CH3:18])([CH3:17])[CH3:16].C(=O)([O-])[O-].[K+].[K+]. (2) Given the product [Cl:1][C:2]1[CH:7]=[CH:6][C:5]([C:8]2([OH:14])[CH2:9][CH2:10][N:11]([CH2:27][CH2:28][CH:29]=[C:30]3[C:36]4[CH:37]=[CH:38][CH:39]=[N:40][C:35]=4[CH2:34][O:33][C:32]4[CH:41]=[CH:42][C:43]([C:45]([OH:48])([CH3:47])[CH3:46])=[CH:44][C:31]3=4)[CH2:12][CH2:13]2)=[C:4]([CH3:15])[CH:3]=1, predict the reactants needed to synthesize it. The reactants are: [Cl:1][C:2]1[CH:7]=[CH:6][C:5]([C:8]2([OH:14])[CH2:13][CH2:12][NH:11][CH2:10][CH2:9]2)=[C:4]([CH3:15])[CH:3]=1.N1C(C)=CC=CC=1C.[I-].[K+].Br[CH2:27][CH2:28][CH:29]=[C:30]1[C:36]2=[CH:37][CH:38]=[CH:39][NH:40][C:35]2=[CH:34][O:33][C:32]2[CH:41]=[CH:42][C:43]([C:45]([OH:48])([CH3:47])[CH3:46])=[CH:44][C:31]1=2. (3) The reactants are: [O:1]1[CH2:6][CH2:5][C:4]([C:12]([O:14]CC)=[O:13])([C:7]([O:9]CC)=[O:8])[CH2:3][CH2:2]1.[OH-].[K+].O. Given the product [O:1]1[CH2:2][CH2:3][C:4]([C:7]([OH:9])=[O:8])([C:12]([OH:14])=[O:13])[CH2:5][CH2:6]1, predict the reactants needed to synthesize it. (4) Given the product [CH2:39]([C:26]1[N:25]([NH:24][CH:21]([CH3:22])[CH3:23])[C:37]2[C:36]3[CH:35]=[CH:34][CH:33]=[CH:32][C:31]=3[N:30]=[C:29]([NH2:38])[C:28]=2[N:27]=1)[CH3:40], predict the reactants needed to synthesize it. The reactants are: C(C(O)=O)(C)(C)C.NC1C=NC2C(C=1NN)=CC=CC=2.[CH:21]([NH:24][N:25]1[C:37]2[C:36]3[CH:35]=[CH:34][CH:33]=[CH:32][C:31]=3[N:30]=[C:29]([NH2:38])[C:28]=2[N:27]=[C:26]1[CH2:39][CH2:40]C)([CH3:23])[CH3:22].C(OCC)(OCC)(OCC)CC.C(OC)(OC)(OC)CCC. (5) Given the product [CH3:15][N:14]=[S:11]1(=[O:16])[CH2:12][CH2:13][N:8]([C:5]2[CH:6]=[CH:7][C:2]([B:17]3[O:21][C:20]([CH3:23])([CH3:22])[C:19]([CH3:25])([CH3:24])[O:18]3)=[CH:3][CH:4]=2)[CH2:9][CH2:10]1, predict the reactants needed to synthesize it. The reactants are: Br[C:2]1[CH:7]=[CH:6][C:5]([N:8]2[CH2:13][CH2:12][S:11](=[O:16])(=[N:14][CH3:15])[CH2:10][CH2:9]2)=[CH:4][CH:3]=1.[B:17]1([B:17]2[O:21][C:20]([CH3:23])([CH3:22])[C:19]([CH3:25])([CH3:24])[O:18]2)[O:21][C:20]([CH3:23])([CH3:22])[C:19]([CH3:25])([CH3:24])[O:18]1.CC([O-])=O.[K+]. (6) The reactants are: [C:1]([C:5]1[CH:6]=[C:7]([NH:17][C:18]([NH:20][C@@H:21]2[C:30]3[C:25](=[CH:26][CH:27]=[CH:28][CH:29]=3)[C@H:24]([O:31][C:32]3[CH:33]=[CH:34][C:35]4[N:36]([C:38]([N:41]5[CH2:46][CH2:45][CH:44]([CH2:47][O:48][Si](C(C)C)(C(C)C)C(C)C)[CH2:43][CH2:42]5)=[N:39][N:40]=4)[CH:37]=3)[CH2:23][CH2:22]2)=[O:19])[N:8]([C:10]2[CH:15]=[CH:14][C:13]([CH3:16])=[CH:12][CH:11]=2)[N:9]=1)([CH3:4])([CH3:3])[CH3:2].CCCC[N+](CCCC)(CCCC)CCCC.[F-]. Given the product [C:1]([C:5]1[CH:6]=[C:7]([NH:17][C:18]([NH:20][C@@H:21]2[C:30]3[C:25](=[CH:26][CH:27]=[CH:28][CH:29]=3)[C@H:24]([O:31][C:32]3[CH:33]=[CH:34][C:35]4[N:36]([C:38]([N:41]5[CH2:46][CH2:45][CH:44]([CH2:47][OH:48])[CH2:43][CH2:42]5)=[N:39][N:40]=4)[CH:37]=3)[CH2:23][CH2:22]2)=[O:19])[N:8]([C:10]2[CH:15]=[CH:14][C:13]([CH3:16])=[CH:12][CH:11]=2)[N:9]=1)([CH3:4])([CH3:2])[CH3:3], predict the reactants needed to synthesize it. (7) Given the product [CH2:1]([C:8]1[N:12]([C:13]2[CH:18]=[CH:17][C:16]([S:19]([NH2:22])(=[O:21])=[O:20])=[CH:15][C:14]=2[F:23])[N:11]=[C:10]([CH2:24][N:29]2[CH2:28][C@H:27]([CH3:26])[O:32][C@H:31]([CH3:33])[CH2:30]2)[N:9]=1)[C:2]1[CH:7]=[CH:6][CH:5]=[CH:4][CH:3]=1, predict the reactants needed to synthesize it. The reactants are: [CH2:1]([C:8]1[N:12]([C:13]2[CH:18]=[CH:17][C:16]([S:19]([NH2:22])(=[O:21])=[O:20])=[CH:15][C:14]=2[F:23])[N:11]=[C:10]([CH2:24]Cl)[N:9]=1)[C:2]1[CH:7]=[CH:6][CH:5]=[CH:4][CH:3]=1.[CH3:26][C@H:27]1[O:32][C@@H:31]([CH3:33])[CH2:30][NH:29][CH2:28]1.